This data is from Peptide-MHC class II binding affinity with 134,281 pairs from IEDB. The task is: Regression. Given a peptide amino acid sequence and an MHC pseudo amino acid sequence, predict their binding affinity value. This is MHC class II binding data. (1) The peptide sequence is VLVDEGRKVAIKGPL. The MHC is DRB1_1101 with pseudo-sequence DRB1_1101. The binding affinity (normalized) is 0.282. (2) The peptide sequence is AEGGKATTEEQKLIE. The binding affinity (normalized) is 0. The MHC is DRB1_1302 with pseudo-sequence DRB1_1302. (3) The peptide sequence is AAGGWDSLAAELATT. The MHC is HLA-DPA10201-DPB10101 with pseudo-sequence HLA-DPA10201-DPB10101. The binding affinity (normalized) is 0.245. (4) The peptide sequence is VATLSEALRIIAGTL. The MHC is DRB4_0101 with pseudo-sequence DRB4_0103. The binding affinity (normalized) is 0.476. (5) The binding affinity (normalized) is 0.607. The peptide sequence is EIDTDGDGFIDFNEF. The MHC is HLA-DQA10401-DQB10402 with pseudo-sequence HLA-DQA10401-DQB10402. (6) The peptide sequence is SIRAANVMAASLRKA. The MHC is HLA-DQA10201-DQB10301 with pseudo-sequence HLA-DQA10201-DQB10301. The binding affinity (normalized) is 0.787. (7) The peptide sequence is AAVGATPEAKFDSFV. The MHC is HLA-DPA10201-DPB10101 with pseudo-sequence HLA-DPA10201-DPB10101. The binding affinity (normalized) is 0.120. (8) The peptide sequence is GIHTVFGSAFQGLFG. The MHC is DRB1_0901 with pseudo-sequence DRB1_0901. The binding affinity (normalized) is 0.344. (9) The peptide sequence is KRVVASLMRGLSSRK. The MHC is HLA-DQA10103-DQB10603 with pseudo-sequence HLA-DQA10103-DQB10603. The binding affinity (normalized) is 0.224.